From a dataset of Forward reaction prediction with 1.9M reactions from USPTO patents (1976-2016). Predict the product of the given reaction. (1) The product is: [NH2:38][C:37]1[S:39]/[C:33](=[CH:1]\[C:3]2[CH:4]=[C:5]3[C:10](=[CH:11][CH:12]=2)[N:9]=[CH:8][C:7]([C:13]#[N:14])=[C:6]3[CH2:15][CH2:16][CH3:17])/[C:34](=[O:35])[N:36]=1. Given the reactants [CH:1]([C:3]1[CH:4]=[C:5]2[C:10](=[CH:11][CH:12]=1)[N:9]=[CH:8][C:7]([C:13]#[N:14])=[C:6]2[CH2:15][CH2:16][CH3:17])=O.COC1C=CC(/C=[C:33]2/[C:34]([NH:36][C:37]([S:39]/2)=[NH:38])=[O:35])=CC=1OC1CCCC1.C([O-])(=O)C.[Na+], predict the reaction product. (2) Given the reactants C(=O)([O-])[O-].[K+].[K+].[Br:7][C:8]1[CH:20]=[CH:19][C:11]2[NH:12][C:13](=[O:18])[O:14][C:15]([CH3:17])([CH3:16])[C:10]=2[CH:9]=1.Br[CH2:22][C:23]([NH2:25])=[O:24], predict the reaction product. The product is: [Br:7][C:8]1[CH:20]=[CH:19][C:11]2[N:12]([CH2:22][C:23]([NH2:25])=[O:24])[C:13](=[O:18])[O:14][C:15]([CH3:16])([CH3:17])[C:10]=2[CH:9]=1. (3) Given the reactants Cl[C:2](=[O:9])[CH2:3][CH2:4][C:5]([O:7][CH3:8])=[O:6].ClC(F)(F)C([NH:14][C:15]1[CH:20]=[CH:19][CH:18]=[C:17]([C:21]#[C:22][C:23]2[C:24]([NH:29][C:30]3[CH:35]=[CH:34][C:33]([O:36][CH2:37][C:38]4[CH:43]=[CH:42][CH:41]=[C:40]([F:44])[CH:39]=4)=[C:32]([Cl:45])[CH:31]=3)=[N:25][CH:26]=[N:27][CH:28]=2)[N:16]=1)=O.CCN(C(C)C)C(C)C.C([O-])(O)=O.[Na+], predict the reaction product. The product is: [Cl:45][C:32]1[CH:31]=[C:30]([CH:35]=[CH:34][C:33]=1[O:36][CH2:37][C:38]1[CH:43]=[CH:42][CH:41]=[C:40]([F:44])[CH:39]=1)[NH:29][C:24]1[C:23]([C:22]#[C:21][C:17]2[N:16]=[C:15]([NH:14][C:2](=[O:9])[CH2:3][CH2:4][C:5]([O:7][CH3:8])=[O:6])[CH:20]=[CH:19][CH:18]=2)=[CH:28][N:27]=[CH:26][N:25]=1. (4) The product is: [Cl:1][C:2]1[C:11]2[CH2:10][CH2:9][CH2:8][C:7](=[O:15])[C:6]=2[N:5]=[C:4]([CH3:12])[CH:3]=1. Given the reactants [Cl:1][C:2]1[C:11]2[CH2:10][CH2:9][CH2:8][CH2:7][C:6]=2[N:5]=[C:4]([CH3:12])[CH:3]=1.CB1OB(C)OB(C)[O:15]1.C(=O)([O-])[O-].[K+].[K+], predict the reaction product. (5) Given the reactants C(C1C=C(NC2N=C(N3C=CC(C(F)(F)F)=N3)C(C3C=C(C(OCC)=O)C=NC=3)=CN=2)C=C(OC)C=1)#N.[C:38]([C:40]1[CH:41]=[C:42]([NH:48][C:49]2[N:54]=[C:53]([N:55]3[C:59]([CH3:60])=[CH:58][C:57]([C:61]([F:64])([F:63])[F:62])=[N:56]3)[C:52]([C:65]3[CH:66]=[C:67]([C:71]([O:73]CC)=[O:72])[CH:68]=[N:69][CH:70]=3)=[CH:51][N:50]=2)[CH:43]=[C:44]([O:46][CH3:47])[CH:45]=1)#[N:39].[OH-].[Na+].Cl, predict the reaction product. The product is: [C:38]([C:40]1[CH:41]=[C:42]([NH:48][C:49]2[N:54]=[C:53]([N:55]3[C:59]([CH3:60])=[CH:58][C:57]([C:61]([F:63])([F:62])[F:64])=[N:56]3)[C:52]([C:65]3[CH:66]=[C:67]([C:71]([OH:73])=[O:72])[CH:68]=[N:69][CH:70]=3)=[CH:51][N:50]=2)[CH:43]=[C:44]([O:46][CH3:47])[CH:45]=1)#[N:39]. (6) Given the reactants [CH3:1][O:2][C:3]1[CH:4]=[C:5]2[C:10](=[CH:11][C:12]=1[O:13][CH3:14])[N:9]=[C:8]([NH:15][CH3:16])[N:7]=[C:6]2[C:17]1[CH:22]=[CH:21][CH:20]=[C:19]([C:23]#[C:24][C:25]2[CH:30]=[CH:29][CH:28]=[CH:27][CH:26]=2)[CH:18]=1.C(N(CC)CC)C.C(O)C.[H][H], predict the reaction product. The product is: [CH3:1][O:2][C:3]1[CH:4]=[C:5]2[C:10](=[CH:11][C:12]=1[O:13][CH3:14])[N:9]=[C:8]([NH:15][CH3:16])[N:7]=[C:6]2[C:17]1[CH:22]=[CH:21][CH:20]=[C:19]([CH2:23][CH2:24][C:25]2[CH:26]=[CH:27][CH:28]=[CH:29][CH:30]=2)[CH:18]=1. (7) Given the reactants [NH2:1][C:2]1[CH:7]=[CH:6][CH:5]=[C:4](Cl)[N:3]=1.[NH:9]1[CH2:14][CH2:13][O:12][CH2:11][CH2:10]1, predict the reaction product. The product is: [O:12]1[CH2:13][CH2:14][N:9]([C:4]2[N:3]=[C:2]([NH2:1])[CH:7]=[CH:6][CH:5]=2)[CH2:10][CH2:11]1. (8) Given the reactants C(OC[N:10]1[C:14]2[CH:15]=[N:16][NH:17][C:18](=[O:19])[C:13]=2[C:12]([CH2:20][C:21]2[CH:26]=[CH:25][CH:24]=[CH:23][C:22]=2[F:27])=[C:11]1[C:28]1[CH:33]=[CH:32][C:31]([O:34][CH:35]([F:37])[F:36])=[C:30]([O:38][CH:39]2[CH2:41][CH2:40]2)[CH:29]=1)C1C=CC=CC=1.Cl.[H][H], predict the reaction product. The product is: [CH:39]1([O:38][C:30]2[CH:29]=[C:28]([C:11]3[NH:10][C:14]4[CH:15]=[N:16][NH:17][C:18](=[O:19])[C:13]=4[C:12]=3[CH2:20][C:21]3[CH:26]=[CH:25][CH:24]=[CH:23][C:22]=3[F:27])[CH:33]=[CH:32][C:31]=2[O:34][CH:35]([F:37])[F:36])[CH2:41][CH2:40]1. (9) The product is: [CH3:1][O:2][C:3]1[CH:4]=[CH:5][C:6]2[O:10][CH:9]=[C:8]([CH2:20][C:21]([CH3:22])=[O:23])[C:7]=2[CH:12]=1. Given the reactants [CH3:1][O:2][C:3]1[CH:4]=[CH:5][C:6]2[O:10][CH2:9][C:8](=O)[C:7]=2[CH:12]=1.C1(P(C2C=CC=CC=2)(C2C=CC=CC=2)=[CH:20][C:21](=[O:23])[CH3:22])C=CC=CC=1, predict the reaction product.